This data is from Full USPTO retrosynthesis dataset with 1.9M reactions from patents (1976-2016). The task is: Predict the reactants needed to synthesize the given product. (1) Given the product [CH3:37][N:38]([CH2:39][C:40]1[N:41]=[C:42]([NH:45][C:4]([C:6]2[C:7]3[N:8]=[CH:9][CH:10]=[N:11][C:12]=3[C:13]([C:16]3[C:17]([F:27])=[C:18]([O:25][CH3:26])[CH:19]=[C:20]([O:23][CH3:24])[C:21]=3[F:22])=[CH:14][CH:15]=2)=[O:5])[NH:43][CH:44]=1)[CH3:48], predict the reactants needed to synthesize it. The reactants are: C(O[C:4]([C:6]1[C:7]2[N:8]=[CH:9][CH:10]=[N:11][C:12]=2[C:13]([C:16]2[C:21]([F:22])=[C:20]([O:23][CH3:24])[CH:19]=[C:18]([O:25][CH3:26])[C:17]=2[F:27])=[CH:14][CH:15]=1)=[O:5])C.CO.C1COCC1.CO.[CH3:37][N:38]([CH3:48])[CH2:39][C:40]1[N:41]=[C:42]([N+:45]([O-])=O)[NH:43][CH:44]=1. (2) Given the product [F:1][C:2]1[CH:7]=[CH:6][C:5]([CH:8]([N:32]2[CH2:33][CH2:34][N:35]([CH:38]([CH3:40])[CH3:39])[CH2:36][CH2:37]2)[CH2:9][N:10]2[CH2:11][CH2:12][N:13]([CH2:16][CH2:17][CH2:18][C:19]3[CH:24]=[CH:23][CH:22]=[CH:21][C:20]=3[C:25]3[N:26]=[C:27]([NH2:30])[S:28][CH:29]=3)[CH2:14][CH2:15]2)=[CH:4][CH:3]=1, predict the reactants needed to synthesize it. The reactants are: [F:1][C:2]1[CH:7]=[CH:6][C:5]([CH:8]([N:32]2[CH2:37][CH2:36][N:35]([CH:38]([CH3:40])[CH3:39])[CH2:34][CH2:33]2)[CH2:9][N:10]2[CH2:15][CH2:14][N:13]([C:16](=O)[CH2:17][CH2:18][C:19]3[CH:24]=[CH:23][CH:22]=[CH:21][C:20]=3[C:25]3[N:26]=[C:27]([NH2:30])[S:28][CH:29]=3)[CH2:12][CH2:11]2)=[CH:4][CH:3]=1.[H-].[Al+3].[Li+].[H-].[H-].[H-].N. (3) Given the product [CH2:1]([O:3][C:4]([C:6]1[C:15](=[O:16])[C:14]2[C:9](=[CH:10][CH:11]=[C:12]([C:37]#[C:36][CH2:35][NH:34][C:32]([O:31][C:27]([CH3:30])([CH3:29])[CH3:28])=[O:33])[CH:13]=2)[N:8]([CH2:18][CH3:19])[CH:7]=1)=[O:5])[CH3:2], predict the reactants needed to synthesize it. The reactants are: [CH2:1]([O:3][C:4]([C:6]1[C:15](=[O:16])[C:14]2[C:9](=[CH:10][CH:11]=[C:12](I)[CH:13]=2)[N:8]([CH2:18][CH3:19])[CH:7]=1)=[O:5])[CH3:2].C(N(CC)CC)C.[C:27]([O:31][C:32]([NH:34][CH2:35][C:36]#[CH:37])=[O:33])([CH3:30])([CH3:29])[CH3:28]. (4) Given the product [OH:6][CH2:5][C:4]1[CH:7]=[CH:8][C:9]([O:10][CH2:11][C:12]2[C:13]([CH3:25])=[CH:14][CH:15]=[CH:16][C:17]=2[N:18]2[C:22](=[O:23])[N:21]([CH3:24])[N:20]=[N:19]2)=[C:2]([CH3:1])[CH:3]=1, predict the reactants needed to synthesize it. The reactants are: [CH3:1][C:2]1[CH:3]=[C:4]([CH:7]=[CH:8][C:9]=1[O:10][CH2:11][C:12]1[C:17]([N:18]2[C:22](=[O:23])[N:21]([CH3:24])[N:20]=[N:19]2)=[CH:16][CH:15]=[CH:14][C:13]=1[CH3:25])[CH:5]=[O:6].CO.[BH4-].[Na+]. (5) Given the product [CH3:24][CH:23]([CH2:22][C@H:13]([CH2:12][NH2:11])[CH2:14][C:15]([OH:16])=[O:3])[CH3:25], predict the reactants needed to synthesize it. The reactants are: C([O-])(=O)C(C(C([O-])=O)O)[OH:3].[NH2:11][CH2:12][CH:13]([CH2:22][CH:23]([CH3:25])[CH3:24])[CH2:14][C:15](N(CC)CC)=[O:16].[OH-].[Na+].[OH-].[K+].Cl. (6) Given the product [O:20]=[C:14]1[CH:13]([N:7]2[CH2:6][C:5]3[C:9](=[CH:10][CH:11]=[C:3]([CH2:2][NH:1][C:28](=[O:29])[C:27]([F:26])([F:37])[C:31]4([OH:36])[CH2:35][CH2:34][CH2:33][CH2:32]4)[CH:4]=3)[C:8]2=[O:12])[CH2:18][CH2:17][C:16](=[O:19])[NH:15]1, predict the reactants needed to synthesize it. The reactants are: [NH2:1][CH2:2][C:3]1[CH:4]=[C:5]2[C:9](=[CH:10][CH:11]=1)[C:8](=[O:12])[N:7]([CH:13]1[CH2:18][CH2:17][C:16](=[O:19])[NH:15][C:14]1=[O:20])[CH2:6]2.S(O)(=O)(=O)C.[F:26][C:27]([F:37])([C:31]1([OH:36])[CH2:35][CH2:34][CH2:33][CH2:32]1)[C:28](O)=[O:29].C(N(C(C)C)CC)(C)C.F[P-](F)(F)(F)(F)F.CN(C(N(C)C)=[N+]1C2C(=NC=CC=2)[N+]([O-])=N1)C. (7) Given the product [CH2:21]([C:20]1[C:19]([C:13]2[CH:18]=[CH:17][CH:16]=[CH:15][CH:14]=2)=[C:5]([C:6]([O:11][CH3:30])=[O:24])[C:4]2[C:8](=[CH:9][CH:10]=[C:2]([F:1])[CH:3]=2)[N:7]=1)[CH3:22], predict the reactants needed to synthesize it. The reactants are: [F:1][C:2]1[CH:3]=[C:4]2[C:8](=[CH:9][CH:10]=1)[NH:7][C:6](=[O:11])[C:5]2=O.[C:13]1([CH2:19][C:20](=O)[CH2:21][CH3:22])[CH:18]=[CH:17][CH:16]=[CH:15][CH:14]=1.[OH-:24].[K+].O=S(Cl)Cl.[CH3:30]CO.